This data is from Peptide-MHC class I binding affinity with 185,985 pairs from IEDB/IMGT. The task is: Regression. Given a peptide amino acid sequence and an MHC pseudo amino acid sequence, predict their binding affinity value. This is MHC class I binding data. (1) The peptide sequence is SLYNTVATL. The MHC is HLA-B35:03 with pseudo-sequence HLA-B35:03. The binding affinity (normalized) is 0.122. (2) The peptide sequence is EMIWDPNGW. The MHC is HLA-B15:09 with pseudo-sequence HLA-B15:09. The binding affinity (normalized) is 0.0847. (3) The peptide sequence is FVTIYSHLL. The MHC is HLA-A02:06 with pseudo-sequence HLA-A02:06. The binding affinity (normalized) is 0.906. (4) The peptide sequence is ETINEEAAEW. The MHC is HLA-A02:03 with pseudo-sequence HLA-A02:03. The binding affinity (normalized) is 0. (5) The peptide sequence is IIRNARNL. The MHC is H-2-Db with pseudo-sequence H-2-Db. The binding affinity (normalized) is 0. (6) The peptide sequence is WRQWIPAGI. The MHC is HLA-A25:01 with pseudo-sequence HLA-A25:01. The binding affinity (normalized) is 0.0847.